From a dataset of Reaction yield outcomes from USPTO patents with 853,638 reactions. Predict the reaction yield, written as a fraction of the theoretical maximum amount of product (1.0 means a 100% yield; for example, 0.34 means a 34% yield). (1) The reactants are Br[C:2]1[NH:3][CH:4]=[C:5]2[C:11](=[O:12])[CH2:10][CH2:9][CH2:8][CH2:7][C:6]=12.COC1C=CC=CC=1P(C1C=CC=CC=1OC)C1C=CC=CC=1OC.[O-]P([O-])([O-])=O.[K+].[K+].[K+].[F:46][C:47]1[CH:52]=[CH:51][CH:50]=[CH:49][C:48]=1OB(O)O. The catalyst is C([O-])(=O)C.[Pd+2].C([O-])(=O)C.O.COCCOC. The product is [F:46][C:47]1[CH:52]=[CH:51][CH:50]=[CH:49][C:48]=1[C:2]1[NH:3][CH:4]=[C:5]2[C:11](=[O:12])[CH2:10][CH2:9][CH2:8][CH2:7][C:6]=12. The yield is 0.650. (2) The reactants are [CH3:1][O:2][C:3]([NH:5][C@H:6]([C:11]([N:13]1[CH2:17][C@@H:16]([CH2:18][O:19][CH3:20])[CH2:15][C@H:14]1[C:21]1[NH:25][C:24]2[C:26]3[C:31]([CH:32]=[CH:33][C:23]=2[N:22]=1)=[CH:30][C:29]1[C:34]2[C:39]([CH2:40][O:41][C:28]=1[CH:27]=3)=[CH:38][C:37]([C:42]1[NH:46][C:45]([C@@H:47]3[CH2:51][CH2:50][CH2:49][N:48]3C(OC(C)(C)C)=O)=[N:44][CH:43]=1)=[CH:36][CH:35]=2)=[O:12])[C@@H:7]([CH3:10])[O:8][CH3:9])=[O:4].Cl.[CH3:60][O:61][C:62]([NH:64][C@H:65]([C:69]1[CH:74]=[CH:73][CH:72]=[CH:71][CH:70]=1)[C:66]([OH:68])=O)=[O:63].CCN(C(C)C)C(C)C.CCOC(C(C#N)=NOC(N1CCOCC1)=[N+](C)C)=O.F[P-](F)(F)(F)(F)F. The product is [CH3:1][O:2][C:3]([NH:5][C@@H:6]([CH:7]([O:8][CH3:9])[CH3:10])[C:11]([N:13]1[CH2:17][C@@H:16]([CH2:18][O:19][CH3:20])[CH2:15][C@H:14]1[C:21]1[NH:25][C:24]2[C:26]3[C:31]([CH:32]=[CH:33][C:23]=2[N:22]=1)=[CH:30][C:29]1[C:34]2[C:39]([CH2:40][O:41][C:28]=1[CH:27]=3)=[CH:38][C:37]([C:42]1[NH:46][C:45]([C@@H:47]3[CH2:51][CH2:50][CH2:49][N:48]3[C:66](=[O:68])[C@H:65]([NH:64][C:62](=[O:63])[O:61][CH3:60])[C:69]3[CH:74]=[CH:73][CH:72]=[CH:71][CH:70]=3)=[N:44][CH:43]=1)=[CH:36][CH:35]=2)=[O:12])=[O:4]. The yield is 0.610. The catalyst is C(Cl)Cl.CO.CN(C=O)C.[Li+].[OH-]. (3) The reactants are C([O:8][C:9]1[CH:25]=[CH:24][C:12]([CH2:13][NH:14][C:15]2[C:20]([Cl:21])=[C:19]([CH3:22])[N:18]=[C:17]([CH3:23])[N:16]=2)=[CH:11][C:10]=1[O:26][CH3:27])C1C=CC=CC=1.Cl. The yield is 0.600. The catalyst is C(O)C. The product is [Cl:21][C:20]1[C:15]([NH:14][CH2:13][C:12]2[CH:24]=[CH:25][C:9]([OH:8])=[C:10]([O:26][CH3:27])[CH:11]=2)=[N:16][C:17]([CH3:23])=[N:18][C:19]=1[CH3:22]. (4) The reactants are [F:1][C:2]1[CH:7]=[CH:6][C:5]([CH2:8][CH:9]([C:13]2[CH:18]=[CH:17][C:16]([S:19]([CH3:22])(=[O:21])=[O:20])=[CH:15][C:14]=2[CH3:23])[C:10](O)=[O:11])=[CH:4][CH:3]=1.[NH2:24][C:25]1[O:26][C:27]2[CH:33]=[CH:32][CH:31]=[CH:30][C:28]=2[N:29]=1.CCN=C=NCCCN(C)C.Cl.Cl. The catalyst is C(Cl)Cl.CN(C1C=CN=CC=1)C. The product is [O:26]1[C:27]2[CH:33]=[CH:32][CH:31]=[CH:30][C:28]=2[N:29]=[C:25]1[NH:24][C:10](=[O:11])[CH:9]([C:13]1[CH:18]=[CH:17][C:16]([S:19]([CH3:22])(=[O:21])=[O:20])=[CH:15][C:14]=1[CH3:23])[CH2:8][C:5]1[CH:6]=[CH:7][C:2]([F:1])=[CH:3][CH:4]=1. The yield is 0.340. (5) The reactants are C([O:3][C:4](=[O:13])[CH2:5][C:6]1(O)[CH2:11][CH2:10][CH2:9][CH2:8][CH2:7]1)C.[C:14](#[N:21])[C:15]1[CH:20]=[CH:19][CH:18]=[CH:17][CH:16]=1.S(=O)(=O)(O)[OH:23]. The catalyst is O. The product is [C:14]([NH:21][C:6]1([CH2:5][C:4]([OH:3])=[O:13])[CH2:7][CH2:8][CH2:9][CH2:10][CH2:11]1)(=[O:23])[C:15]1[CH:20]=[CH:19][CH:18]=[CH:17][CH:16]=1. The yield is 0.750. (6) The reactants are [C:1](#[N:8])[C:2]1[CH:7]=[CH:6][CH:5]=[CH:4][CH:3]=1.C(=O)(O)[O-].[Na+].Br[CH:15]([CH3:20])[C:16]([O:18][CH3:19])=[O:17].[CH3:21]CO[C:24]([CH3:26])=O.C[N:28]([CH:30]=O)C. No catalyst specified. The product is [C:1]([C:2]1[CH:7]=[CH:6][C:5]([C@H:24]([NH:28][C@@H:15]([C:16]([O:18][CH3:19])=[O:17])[CH3:20])[CH3:26])=[CH:4][CH:3]=1)#[N:8].[C:1]([C:2]1[CH:7]=[CH:6][C:5]([C@H:30]([NH:28][C@H:15]([C:16]([O:18][CH3:19])=[O:17])[CH3:20])[CH3:21])=[CH:4][CH:3]=1)#[N:8]. The yield is 0.400.